Dataset: Reaction yield outcomes from USPTO patents with 853,638 reactions. Task: Predict the reaction yield, written as a fraction of the theoretical maximum amount of product (1.0 means a 100% yield; for example, 0.34 means a 34% yield). (1) The reactants are O1CCCCC1[N:7]1[C:15]2[C:10](=[CH:11][C:12]([C:16]3[N:20]=[CH:19][N:18](C(C4C=CC=CC=4)(C4C=CC=CC=4)C4C=CC=CC=4)[N:17]=3)=[CH:13][CH:14]=2)[C:9]([C:40]2[CH:41]=[C:42]([CH:47]=[CH:48][CH:49]=2)[C:43]([O:45]C)=O)=[N:8]1.O.[OH-].[Li+].[F:53][C:54]1[CH:61]=[CH:60][C:57]([CH2:58][NH2:59])=[CH:56][CH:55]=1.O.ON1C2C=CC=CC=2N=N1.Cl.CN(C)CCCN=C=NCC. The catalyst is O1CCCC1.O1CCCC1.O. The product is [NH:17]1[C:16]([C:12]2[CH:11]=[C:10]3[C:15](=[CH:14][CH:13]=2)[NH:7][N:8]=[C:9]3[C:40]2[CH:41]=[C:42]([C:43]([NH:59][CH2:58][C:57]3[CH:60]=[CH:61][C:54]([F:53])=[CH:55][CH:56]=3)=[O:45])[CH:47]=[CH:48][CH:49]=2)=[N:20][CH:19]=[N:18]1. The yield is 0.860. (2) The reactants are [NH2:1][C:2]1[CH:22]=[CH:21][CH:20]=[C:19]([Cl:23])[C:3]=1[C:4]([NH:6][C:7]1[CH:12]=[CH:11][CH:10]=[CH:9][C:8]=1[C:13]1[CH:18]=[CH:17][CH:16]=[CH:15][CH:14]=1)=[O:5].[Cl:24][CH2:25][C:26](Cl)=O. The catalyst is C(O)(=O)C. The product is [C:8]1([C:13]2[CH:18]=[CH:17][CH:16]=[CH:15][CH:14]=2)[CH:9]=[CH:10][CH:11]=[CH:12][C:7]=1[N:6]1[C:4](=[O:5])[C:3]2[C:2](=[CH:22][CH:21]=[CH:20][C:19]=2[Cl:23])[N:1]=[C:26]1[CH2:25][Cl:24]. The yield is 0.610.